This data is from Forward reaction prediction with 1.9M reactions from USPTO patents (1976-2016). The task is: Predict the product of the given reaction. Given the reactants [CH2:1]([C:5]1[CH:6]=[CH:7][C:8]([NH:11][CH:12]([CH3:14])[CH3:13])=[N:9][CH:10]=1)[CH2:2][C:3]#[CH:4].[Cl:15][C:16]1[CH:21]=[CH:20][C:19]([C:22]2[CH:23]=[CH:24][C:25](I)=[N:26][CH:27]=2)=[CH:18][CH:17]=1, predict the reaction product. The product is: [Cl:15][C:16]1[CH:17]=[CH:18][C:19]([C:22]2[CH:23]=[CH:24][C:25]([C:4]#[C:3][CH2:2][CH2:1][C:5]3[CH:6]=[CH:7][C:8]([NH:11][CH:12]([CH3:14])[CH3:13])=[N:9][CH:10]=3)=[N:26][CH:27]=2)=[CH:20][CH:21]=1.